This data is from Forward reaction prediction with 1.9M reactions from USPTO patents (1976-2016). The task is: Predict the product of the given reaction. (1) Given the reactants [C:1](OC(=O)C)(=[O:3])C.C(O)=O.[NH2:11][C:12]1[CH:17]=[CH:16][C:15]([CH2:18][C:19]([O:21][CH3:22])=[O:20])=[CH:14][CH:13]=1, predict the reaction product. The product is: [CH:1]([NH:11][C:12]1[CH:13]=[CH:14][C:15]([CH2:18][C:19]([O:21][CH3:22])=[O:20])=[CH:16][CH:17]=1)=[O:3]. (2) Given the reactants [CH3:1][O:2][C:3](=[O:28])[CH2:4][CH2:5][CH2:6][CH2:7][CH2:8][O:9][C:10]1[CH:15]=[CH:14][C:13]([NH:16][C:17](=[O:27])[CH2:18][O:19]CC2C=CC=CC=2)=[CH:12][CH:11]=1, predict the reaction product. The product is: [CH3:1][O:2][C:3](=[O:28])[CH2:4][CH2:5][CH2:6][CH2:7][CH2:8][O:9][C:10]1[CH:11]=[CH:12][C:13]([NH:16][C:17](=[O:27])[CH2:18][OH:19])=[CH:14][CH:15]=1. (3) Given the reactants [F:1][C:2]1[CH:7]=[C:6](B2OC(C)(C)C(C)(C)O2)[CH:5]=[CH:4][C:3]=1[C:17]1[CH:18]=[N:19][C:20]([NH2:23])=[N:21][CH:22]=1.Br[C:25]1[CH:30]=[CH:29][CH:28]=[CH:27][C:26]=1[N:31]1[CH2:35][CH2:34][CH2:33][S:32]1(=[O:37])=[O:36], predict the reaction product. The product is: [O:36]=[S:32]1(=[O:37])[CH2:33][CH2:34][CH2:35][N:31]1[C:26]1[CH:27]=[CH:28][CH:29]=[CH:30][C:25]=1[C:6]1[CH:5]=[CH:4][C:3]([C:17]2[CH:22]=[N:21][C:20]([NH2:23])=[N:19][CH:18]=2)=[C:2]([F:1])[CH:7]=1. (4) Given the reactants [C:1]([C:4]1[C:5]([OH:17])=[C:6]([Cl:16])[CH:7]=[C:8]([O:10][CH2:11][CH:12]=[C:13]([Cl:15])[Cl:14])[CH:9]=1)(=[O:3])[CH3:2].[F:18][C:19]([F:32])([F:31])[C:20]1[CH:21]=[CH:22][C:23]([O:26][CH2:27][CH2:28][CH2:29]O)=[N:24][CH:25]=1.C1(P(C2C=CC=CC=2)C2C=CC=CC=2)C=CC=CC=1.N(C(OCC)=O)=NC(OCC)=O, predict the reaction product. The product is: [C:1]([C:4]1[C:5]([O:17][CH2:29][CH2:28][CH2:27][O:26][C:23]2[CH:22]=[CH:21][C:20]([C:19]([F:32])([F:18])[F:31])=[CH:25][N:24]=2)=[C:6]([Cl:16])[CH:7]=[C:8]([O:10][CH2:11][CH:12]=[C:13]([Cl:15])[Cl:14])[CH:9]=1)(=[O:3])[CH3:2].